From a dataset of Forward reaction prediction with 1.9M reactions from USPTO patents (1976-2016). Predict the product of the given reaction. (1) Given the reactants [CH3:1][C:2]([CH3:21])([CH3:20])[C:3]([C:5]1[O:6][C:7]2[CH:17]=[CH:16][C:15]([O:18][CH3:19])=[CH:14][C:8]=2[C:9]=1[CH2:10][C:11](O)=[O:12])=[O:4].C1C=CC2N(O)N=NC=2C=1.[CH2:32]([NH:37][CH2:38][CH2:39][CH:40]([CH3:42])[CH3:41])[CH2:33][CH:34]([CH3:36])[CH3:35].CCN(C(C)C)C(C)C, predict the reaction product. The product is: [CH3:20][C:2]([CH3:21])([CH3:1])[C:3]([C:5]1[O:6][C:7]2[CH:17]=[CH:16][C:15]([O:18][CH3:19])=[CH:14][C:8]=2[C:9]=1[CH2:10][C:11]([N:37]([CH2:38][CH2:39][CH:40]([CH3:42])[CH3:41])[CH2:32][CH2:33][CH:34]([CH3:35])[CH3:36])=[O:12])=[O:4]. (2) Given the reactants [Br:1]Br.[CH3:3][C:4]1[CH:9]=[CH:8][CH:7]=[C:6]([S:10][CH3:11])[CH:5]=1, predict the reaction product. The product is: [Br:1][C:9]1[CH:8]=[CH:7][C:6]([S:10][CH3:11])=[CH:5][C:4]=1[CH3:3]. (3) Given the reactants Br[CH2:2][C:3]1([F:18])[CH2:7][CH2:6][N:5]([C:8]([O:10][CH2:11][C:12]2[CH:17]=[CH:16][CH:15]=[CH:14][CH:13]=2)=[O:9])[CH2:4]1.[I-].[Na+].[C:21]([O-:24])(=[O:23])[CH3:22].[K+], predict the reaction product. The product is: [C:21]([O:24][CH2:2][C:3]1([F:18])[CH2:7][CH2:6][N:5]([C:8]([O:10][CH2:11][C:12]2[CH:17]=[CH:16][CH:15]=[CH:14][CH:13]=2)=[O:9])[CH2:4]1)(=[O:23])[CH3:22]. (4) Given the reactants [C:1]([NH:4][CH2:5][C:6]([NH:8][C:9]1[CH:14]=[C:13]([C:15]2[C:23]3[C:18](=[CH:19][C:20]([F:24])=[CH:21][CH:22]=3)[N:17]([S:25]([C:28]3[CH:33]=[CH:32][CH:31]=[CH:30][CH:29]=3)(=[O:27])=[O:26])[CH:16]=2)[CH:12]=[CH:11][C:10]=1[NH2:34])=O)(=[O:3])[CH3:2].C([O-])(O)=O.[Na+], predict the reaction product. The product is: [F:24][C:20]1[CH:19]=[C:18]2[C:23]([C:15]([C:13]3[CH:12]=[CH:11][C:10]4[N:34]=[C:6]([CH2:5][NH:4][C:1](=[O:3])[CH3:2])[NH:8][C:9]=4[CH:14]=3)=[CH:16][N:17]2[S:25]([C:28]2[CH:33]=[CH:32][CH:31]=[CH:30][CH:29]=2)(=[O:27])=[O:26])=[CH:22][CH:21]=1. (5) Given the reactants [C:1]1(=[O:6])[CH2:5][CH2:4][CH:3]=[CH:2]1.CC(O)=O.C[Si]([N:15]=[N+:16]=[N-:17])(C)C, predict the reaction product. The product is: [N:15]([CH:3]1[CH2:4][CH2:5][C:1](=[O:6])[CH2:2]1)=[N+:16]=[N-:17]. (6) Given the reactants [F:1][C:2]1[CH:28]=[C:27]([F:29])[CH:26]=[CH:25][C:3]=1[O:4][C:5]1[CH:10]=[CH:9][C:8]([NH:11][S:12]([CH3:15])(=[O:14])=[O:13])=[CH:7][C:6]=1[C:16]1[CH:21]=[C:20]([CH3:22])[C:19](=[O:23])[N:18]([CH3:24])[CH:17]=1.C([O-])([O-])=O.[Cs+].[Cs+].CC1C=CC(S(O[CH:47]2[CH2:50][O:49][CH2:48]2)(=O)=O)=CC=1, predict the reaction product. The product is: [F:1][C:2]1[CH:28]=[C:27]([F:29])[CH:26]=[CH:25][C:3]=1[O:4][C:5]1[CH:10]=[CH:9][C:8]([N:11]([CH:47]2[CH2:50][O:49][CH2:48]2)[S:12]([CH3:15])(=[O:13])=[O:14])=[CH:7][C:6]=1[C:16]1[CH:21]=[C:20]([CH3:22])[C:19](=[O:23])[N:18]([CH3:24])[CH:17]=1. (7) Given the reactants [OH:1][C:2]1[CH:3]=[C:4]([C@@H:8]2[CH2:13][CH2:12][CH2:11][C@@H:10]([NH2:14])[CH2:9]2)[CH:5]=[CH:6][CH:7]=1.[Cl:15][C:16]1[CH:17]=[C:18]([CH:22]=[CH:23][CH:24]=1)[C@H:19]1[O:21][CH2:20]1, predict the reaction product. The product is: [Cl:15][C:16]1[CH:17]=[C:18]([C@@H:19]([OH:21])[CH2:20][NH:14][C@@H:10]2[CH2:11][CH2:12][CH2:13][C@@H:8]([C:4]3[CH:5]=[CH:6][CH:7]=[C:2]([OH:1])[CH:3]=3)[CH2:9]2)[CH:22]=[CH:23][CH:24]=1. (8) The product is: [N:27]1[C:28]2[CH:34]=[CH:33][CH:32]=[CH:31][C:29]=2[NH:30][C:26]=1[CH2:25][NH:24][C:1]([C:4]1[CH:21]=[CH:20][C:7]2[CH2:8][CH:9]([CH2:15][C:16]([O:18][CH3:19])=[O:17])[C:10](=[O:14])[N:11]([CH3:13])[CH2:12][C:6]=2[CH:5]=1)=[O:3]. Given the reactants [C:1]([C:4]1[CH:21]=[CH:20][C:7]2[CH2:8][CH:9]([CH2:15][C:16]([O:18][CH3:19])=[O:17])[C:10](=[O:14])[N:11]([CH3:13])[CH2:12][C:6]=2[CH:5]=1)([OH:3])=O.Cl.Cl.[NH2:24][CH2:25][C:26]1[NH:27][C:28]2[CH:34]=[CH:33][CH:32]=[CH:31][C:29]=2[N:30]=1.C1C=CC2N(O)N=NC=2C=1.O.C(N(C(C)C)CC)(C)C.C(Cl)CCl, predict the reaction product. (9) Given the reactants [CH3:1][C:2]1[C:35]([N:36]2[C:40]3[CH:41]=[CH:42][CH:43]=[CH:44][C:39]=3[N:38]=[C:37]2[CH3:45])=[CH:34][CH:33]=[CH:32][C:3]=1[CH2:4][N:5](S(C1C=CC=CC=1[N+]([O-])=O)(=O)=O)[C:6]1[CH:19]=[CH:18][C:9]2[C@H:10]([CH2:13][C:14]([O:16][CH3:17])=[O:15])[CH2:11][O:12][C:8]=2[CH:7]=1.[OH-].[Li+].SCC(O)=O, predict the reaction product. The product is: [CH3:1][C:2]1[C:35]([N:36]2[C:40]3[CH:41]=[CH:42][CH:43]=[CH:44][C:39]=3[N:38]=[C:37]2[CH3:45])=[CH:34][CH:33]=[CH:32][C:3]=1[CH2:4][NH:5][C:6]1[CH:19]=[CH:18][C:9]2[C@H:10]([CH2:13][C:14]([O:16][CH3:17])=[O:15])[CH2:11][O:12][C:8]=2[CH:7]=1. (10) Given the reactants [Cl:1][C:2]1[C:3]2[C:10]3[CH2:11][CH2:12][CH:13]([C:15]([OH:17])=O)[CH2:14][C:9]=3[S:8][C:4]=2[N:5]=[CH:6][N:7]=1.[CH3:18][O:19][CH2:20][CH2:21][NH:22][CH2:23][CH2:24][CH3:25], predict the reaction product. The product is: [Cl:1][C:2]1[C:3]2[C:10]3[CH2:11][CH2:12][CH:13]([C:15]([N:22]([CH2:21][CH2:20][O:19][CH3:18])[CH2:23][CH2:24][CH3:25])=[O:17])[CH2:14][C:9]=3[S:8][C:4]=2[N:5]=[CH:6][N:7]=1.